This data is from Peptide-MHC class II binding affinity with 134,281 pairs from IEDB. The task is: Regression. Given a peptide amino acid sequence and an MHC pseudo amino acid sequence, predict their binding affinity value. This is MHC class II binding data. (1) The peptide sequence is WKKYFAATQFEPLAA. The MHC is HLA-DPA10201-DPB10101 with pseudo-sequence HLA-DPA10201-DPB10101. The binding affinity (normalized) is 0.937. (2) The peptide sequence is FKVAATAAATAPADDKFTVF. The MHC is HLA-DPA10201-DPB10501 with pseudo-sequence HLA-DPA10201-DPB10501. The binding affinity (normalized) is 0.705. (3) The peptide sequence is AEEVEKIEKTEEPAP. The MHC is DRB4_0101 with pseudo-sequence DRB4_0103. The binding affinity (normalized) is 0.322. (4) The peptide sequence is SQTTANPSCPEGT. The MHC is DRB1_1101 with pseudo-sequence DRB1_1101. The binding affinity (normalized) is 0. (5) The peptide sequence is GLLYTVKYPNLSDLD. The MHC is DRB1_0101 with pseudo-sequence DRB1_0101. The binding affinity (normalized) is 0.472. (6) The peptide sequence is SQDLELSWNLNGLQVY. The MHC is DRB1_0802 with pseudo-sequence DRB1_0802. The binding affinity (normalized) is 0.253. (7) The peptide sequence is AFVGLFSVLIALALI. The MHC is HLA-DPA10103-DPB10401 with pseudo-sequence HLA-DPA10103-DPB10401. The binding affinity (normalized) is 0.0970. (8) The peptide sequence is LLCGIGCAMLHWSLIK. The MHC is HLA-DQA10102-DQB10501 with pseudo-sequence HLA-DQA10102-DQB10501. The binding affinity (normalized) is 0.466. (9) The peptide sequence is ATVATAPEVKYTVFETALKKAITAMS. The MHC is DRB1_1001 with pseudo-sequence DRB1_1001. The binding affinity (normalized) is 0.591.